From a dataset of Catalyst prediction with 721,799 reactions and 888 catalyst types from USPTO. Predict which catalyst facilitates the given reaction. (1) Reactant: [F:1][C:2]1[CH:3]=[C:4]([C:8]2[C:9]([C:20](=[O:22])[CH3:21])=[CH:10][C:11]([CH:18]=[CH2:19])=[C:12]3[C:17]=2[N:16]=[CH:15][CH:14]=[CH:13]3)[CH:5]=[CH:6][CH:7]=1.[H][H]. Product: [CH2:18]([C:11]1[CH:10]=[C:9]([C:20](=[O:22])[CH3:21])[C:8]([C:4]2[CH:5]=[CH:6][CH:7]=[C:2]([F:1])[CH:3]=2)=[C:17]2[C:12]=1[CH:13]=[CH:14][CH:15]=[N:16]2)[CH3:19]. The catalyst class is: 43. (2) Product: [C:1]([O:4][C:5]([CH3:44])([CH3:43])[CH2:6][NH:7][C:8](=[O:42])[C@H:9]([N:17]([CH3:18])[C:19](=[O:41])[C@H:20]([NH:32][CH3:33])[CH2:21][C:22]1[CH:31]=[CH:30][C:29]2[C:24](=[CH:25][CH:26]=[CH:27][CH:28]=2)[CH:23]=1)[CH2:10][C:11]1[CH:12]=[CH:13][CH:14]=[CH:15][CH:16]=1)(=[O:3])[CH3:2]. The catalyst class is: 4. Reactant: [C:1]([O:4][C:5]([CH3:44])([CH3:43])[CH2:6][NH:7][C:8](=[O:42])[C@H:9]([N:17]([C:19](=[O:41])[C@H:20]([N:32](C(OC(C)(C)C)=O)[CH3:33])[CH2:21][C:22]1[CH:31]=[CH:30][C:29]2[C:24](=[CH:25][CH:26]=[CH:27][CH:28]=2)[CH:23]=1)[CH3:18])[CH2:10][C:11]1[CH:16]=[CH:15][CH:14]=[CH:13][CH:12]=1)(=[O:3])[CH3:2].FC(F)(F)C(O)=O.